Dataset: Experimentally validated miRNA-target interactions with 360,000+ pairs, plus equal number of negative samples. Task: Binary Classification. Given a miRNA mature sequence and a target amino acid sequence, predict their likelihood of interaction. The miRNA is mmu-miR-467e-5p with sequence AUAAGUGUGAGCAUGUAUAUGU. The protein sequence of the target gene is MMTAKAVDKIPVTLSGFMHQLPDSLYPVEDLAASSVTIFPNGELGGPFDQMNGVAGDGMINIDMTGEKRPLDLPYPSSFAPISAPRNQTFTYMGKFSIDPQYPGASCYPEGIINIVSAGILQGVTPPASTTASSSVTSASPNPLATGPLGVCTMSQTQPELDHLYSPPPPPPPYSGCTGDLYQDPSAFLSPPSTTSTSSLAYQPPPSYPSPKPAMDPGLIPMIPDYPGFFPSPCQRDPHGAAGPDRKPFPCPLDSLRVPPPLTPLSTIRNFTLGGPGAGVTGPGASGGGEGPRLPGSGSA.... Result: 0 (no interaction).